Dataset: Catalyst prediction with 721,799 reactions and 888 catalyst types from USPTO. Task: Predict which catalyst facilitates the given reaction. (1) Reactant: [F:1][C:2]1[CH:7]=[C:6]([CH2:8][OH:9])[CH:5]=[C:4](F)[N:3]=1.[NH3:11]. Product: [NH2:11][C:4]1[CH:5]=[C:6]([CH2:8][OH:9])[CH:7]=[C:2]([F:1])[N:3]=1. The catalyst class is: 6. (2) Reactant: [CH3:1][S:2]([C:5]1[CH:6]=[C:7]([C:14]([OH:16])=O)[S:8][C:9]=1[O:10][CH2:11][CH2:12][CH3:13])(=[O:4])=[O:3].C1COCC1.C(N(CC)CC)C.[NH2:29][C:30]1[S:31][CH:32]=[CH:33][N:34]=1. Product: [S:31]1[CH:32]=[CH:33][N:34]=[C:30]1[NH:29][C:14]([C:7]1[S:8][C:9]([O:10][CH2:11][CH2:12][CH3:13])=[C:5]([S:2]([CH3:1])(=[O:3])=[O:4])[CH:6]=1)=[O:16]. The catalyst class is: 309.